This data is from Forward reaction prediction with 1.9M reactions from USPTO patents (1976-2016). The task is: Predict the product of the given reaction. (1) Given the reactants C(O)(C(F)(F)F)=O.[NH2:8][C:9]1[C:14]([C:15]2(O)[CH2:20][CH2:19][CH:18]([C:21]3[CH:26]=[CH:25][CH:24]=[CH:23][CH:22]=3)[CH2:17][CH2:16]2)=[CH:13][CH:12]=[CH:11][N:10]=1, predict the reaction product. The product is: [C:21]1([CH:18]2[CH2:17][CH2:16][CH:15]([C:14]3[C:9]([NH2:8])=[N:10][CH:11]=[CH:12][CH:13]=3)[CH2:20][CH2:19]2)[CH:22]=[CH:23][CH:24]=[CH:25][CH:26]=1. (2) Given the reactants C(Cl)CCl.C1C=CC2N(O)N=NC=2C=1.[Cl:15][C:16]1[CH:24]=[C:23]2[C:19]([C:20]([CH2:39][CH2:40][CH2:41][O:42][C:43]3[CH:48]=[C:47]([CH3:49])[C:46]([Cl:50])=[C:45]([CH3:51])[CH:44]=3)=[C:21]([C:25]([NH:27][S:28]([C:31]3[O:35][C:34]([C:36](O)=[O:37])=[CH:33][CH:32]=3)(=[O:30])=[O:29])=[O:26])[NH:22]2)=[CH:18][CH:17]=1.[NH:52]1[CH2:57][CH2:56][O:55][CH2:54][CH2:53]1, predict the reaction product. The product is: [Cl:15][C:16]1[CH:24]=[C:23]2[C:19]([C:20]([CH2:39][CH2:40][CH2:41][O:42][C:43]3[CH:44]=[C:45]([CH3:51])[C:46]([Cl:50])=[C:47]([CH3:49])[CH:48]=3)=[C:21]([C:25]([NH:27][S:28]([C:31]3[O:35][C:34]([C:36]([N:52]4[CH2:57][CH2:56][O:55][CH2:54][CH2:53]4)=[O:37])=[CH:33][CH:32]=3)(=[O:29])=[O:30])=[O:26])[NH:22]2)=[CH:18][CH:17]=1. (3) Given the reactants [F:1][C:2]1[C:3]([OH:12])=[C:4]([CH:8]=[C:9]([F:11])[CH:10]=1)[C:5]([OH:7])=O.[Cl:13][C:14]1[CH:20]=[C:19]([S:21]([C:24]([F:27])([F:26])[F:25])(=[O:23])=[O:22])[CH:18]=[CH:17][C:15]=1[NH2:16], predict the reaction product. The product is: [Cl:13][C:14]1[CH:20]=[C:19]([S:21]([C:24]([F:25])([F:26])[F:27])(=[O:23])=[O:22])[CH:18]=[CH:17][C:15]=1[NH:16][C:5](=[O:7])[C:4]1[CH:8]=[C:9]([F:11])[CH:10]=[C:2]([F:1])[C:3]=1[OH:12]. (4) Given the reactants Cl.Cl.[Cl:3][C:4]1[CH:9]=[CH:8][C:7]([N:10]2[CH2:15][CH2:14][NH:13][CH2:12][CH2:11]2)=[CH:6][C:5]=1[O:16][CH3:17].O.C([O-])([O-])=O.[K+].[K+].[Cl:25][CH2:26][C:27](Cl)=[O:28], predict the reaction product. The product is: [Cl:25][CH2:26][C:27]([N:13]1[CH2:12][CH2:11][N:10]([C:7]2[CH:8]=[CH:9][C:4]([Cl:3])=[C:5]([O:16][CH3:17])[CH:6]=2)[CH2:15][CH2:14]1)=[O:28]. (5) Given the reactants Cl.Cl.[Cl:3][C:4]1[CH:9]=[CH:8][C:7]([C@@H:10]2[CH2:15][NH:14][CH2:13][CH2:12][NH:11]2)=[CH:6][CH:5]=1.C(N(CC)CC)C.Cl[C:24]1[N:29]([CH3:30])[C:28](=[O:31])[CH:27]=[C:26]([C:32]2[CH:37]=[CH:36][N:35]=[CH:34][CH:33]=2)[N:25]=1.ClC1C=CNC(=O)N=1, predict the reaction product. The product is: [Cl:3][C:4]1[CH:5]=[CH:6][C:7]([C@@H:10]2[CH2:15][N:14]([C:24]3[N:29]([CH3:30])[C:28](=[O:31])[CH:27]=[C:26]([C:32]4[CH:33]=[CH:34][N:35]=[CH:36][CH:37]=4)[N:25]=3)[CH2:13][CH2:12][NH:11]2)=[CH:8][CH:9]=1. (6) Given the reactants Cl[C:2]1[N:7]=[C:6]([C:8]([O:10]C)=[O:9])[CH:5]=[CH:4][C:3]=1[O:12][CH2:13][CH:14]1[CH2:17][C:16]([F:19])([F:18])[CH2:15]1.[CH3:20][O-:21].[Na+].O, predict the reaction product. The product is: [F:18][C:16]1([F:19])[CH2:17][CH:14]([CH2:13][O:12][C:3]2[CH:4]=[CH:5][C:6]([C:8]([OH:10])=[O:9])=[N:7][C:2]=2[O:21][CH3:20])[CH2:15]1. (7) Given the reactants [CH:1]1([CH2:4][O:5][C:6]2[CH:13]=[CH:12][C:11]([B:14]3[O:18][C:17]([CH3:20])([CH3:19])[C:16]([CH3:22])([CH3:21])[O:15]3)=[CH:10][C:7]=2[C:8]#[N:9])[CH2:3][CH2:2]1.Br[C:24]1C=CC(OCC2CCC2)=C(C=1)C#N, predict the reaction product. The product is: [CH:1]1([CH2:4][O:5][C:6]2[CH:13]=[CH:12][C:11]([B:14]3[O:18][C:17]([CH3:20])([CH3:19])[C:16]([CH3:21])([CH3:22])[O:15]3)=[CH:10][C:7]=2[C:8]#[N:9])[CH2:2][CH2:24][CH2:3]1. (8) Given the reactants Cl.[NH2:2][C:3]1[CH:4]=[C:5]([CH:23]=[CH:24][CH:25]=1)[CH2:6][NH:7][C:8]1[C:17]2[C:12](=[C:13]([C:20]([NH2:22])=[O:21])[CH:14]=[C:15]([CH2:18][OH:19])[CH:16]=2)[N:11]=[CH:10][N:9]=1.C(N(C(C)C)C(C)C)C.[CH3:35][O:36][C:37]1[CH:45]=[CH:44][C:40]([C:41](Cl)=[O:42])=[CH:39][CH:38]=1, predict the reaction product. The product is: [OH:19][CH2:18][C:15]1[CH:16]=[C:17]2[C:12](=[C:13]([C:20]([NH2:22])=[O:21])[CH:14]=1)[N:11]=[CH:10][N:9]=[C:8]2[NH:7][CH2:6][C:5]1[CH:23]=[CH:24][CH:25]=[C:3]([NH:2][C:41](=[O:42])[C:40]2[CH:44]=[CH:45][C:37]([O:36][CH3:35])=[CH:38][CH:39]=2)[CH:4]=1. (9) Given the reactants I[C:2]1[CH:10]=[C:9]2[C:5]([C:6]([CH3:18])=[N:7][N:8]2[C:11]2[CH:16]=[CH:15][N:14]=[C:13]([NH2:17])[N:12]=2)=[CH:4][CH:3]=1.[OH:19][C:20]([CH3:32])([C:26]#[C:27][Si](C)(C)C)[C:21]([O:23][CH2:24][CH3:25])=[O:22].CCCC[N+](CCCC)(CCCC)CCCC.[F-].C(=O)(O)[O-].[Na+], predict the reaction product. The product is: [NH2:17][C:13]1[N:12]=[C:11]([N:8]2[C:9]3[C:5](=[CH:4][CH:3]=[C:2]([C:27]#[C:26][C:20]([OH:19])([CH3:32])[C:21]([O:23][CH2:24][CH3:25])=[O:22])[CH:10]=3)[C:6]([CH3:18])=[N:7]2)[CH:16]=[CH:15][N:14]=1. (10) Given the reactants [Cl:1][C:2]1[CH:3]=[CH:4][C:5]([O:23][CH3:24])=[C:6]([CH:22]=1)[C:7]([NH:9][CH2:10][CH2:11][CH:12]1[CH2:17][CH2:16][N:15]([S:18]([NH2:21])(=[O:20])=[O:19])[CH2:14][CH2:13]1)=[O:8].C(=O)([O-])[O-].[Cs+].[Cs+].[CH2:31]([N:33]=[C:34]=[S:35])[CH3:32], predict the reaction product. The product is: [Cl:1][C:2]1[CH:3]=[CH:4][C:5]([O:23][CH3:24])=[C:6]([CH:22]=1)[C:7]([NH:9][CH2:10][CH2:11][CH:12]1[CH2:17][CH2:16][N:15]([S:18]([NH:21][C:34]([NH:33][CH2:31][CH3:32])=[S:35])(=[O:20])=[O:19])[CH2:14][CH2:13]1)=[O:8].